Predict which catalyst facilitates the given reaction. From a dataset of Catalyst prediction with 721,799 reactions and 888 catalyst types from USPTO. (1) Reactant: P(Cl)(Cl)([Cl:3])=O.[CH2:6]([C:8]1[C:16]2[C:11](=[N+:12]([O-])[CH:13]=[CH:14][CH:15]=2)[NH:10][N:9]=1)[CH3:7]. Product: [Cl:3][C:15]1[CH:14]=[CH:13][N:12]=[C:11]2[NH:10][N:9]=[C:8]([CH2:6][CH3:7])[C:16]=12. The catalyst class is: 68. (2) Reactant: [F:1][CH:2]([F:39])[C:3]1[N:7]([C:8]2[N:13]=[C:12]([N:14]3[CH2:19][CH2:18][O:17][CH2:16][CH2:15]3)[N:11]=[C:10]([C:20]3[CH2:21][CH2:22][CH2:23][N:24]([C:26]([O:28][C:29]([CH3:32])([CH3:31])[CH3:30])=[O:27])[CH:25]=3)[N:9]=2)[C:6]2[CH:33]=[CH:34][CH:35]=[C:36]([O:37][CH3:38])[C:5]=2[N:4]=1. Product: [F:39][CH:2]([F:1])[C:3]1[N:7]([C:8]2[N:13]=[C:12]([N:14]3[CH2:19][CH2:18][O:17][CH2:16][CH2:15]3)[N:11]=[C:10]([CH:20]3[CH2:21][CH2:22][CH2:23][N:24]([C:26]([O:28][C:29]([CH3:31])([CH3:32])[CH3:30])=[O:27])[CH2:25]3)[N:9]=2)[C:6]2[CH:33]=[CH:34][CH:35]=[C:36]([O:37][CH3:38])[C:5]=2[N:4]=1. The catalyst class is: 403. (3) Reactant: [C:1]([O:4][C@H:5]1[CH2:22][CH2:21][C@@:20]2([CH3:23])[C@@H:7]([CH2:8][CH2:9][C@:10]3([CH3:34])[C@@H:19]2[CH2:18][CH2:17][C@H:16]2[C@@:11]3([CH3:33])[CH2:12][CH2:13][C@@:14]3([C:30]([OH:32])=[O:31])[CH2:26][CH2:25][C@@H:24]([C:27]([CH3:29])=[CH2:28])[C@@H:15]32)[C:6]1([CH3:36])[CH3:35])(=[O:3])[CH3:2].C(=O)([O-])[O-].[K+].[K+].[CH2:43](Br)[C:44]1[CH:49]=[CH:48][CH:47]=[CH:46][CH:45]=1. Product: [C:1]([O:4][C@H:5]1[CH2:22][CH2:21][C@@:20]2([CH3:23])[C@@H:7]([CH2:8][CH2:9][C@:10]3([CH3:34])[C@@H:19]2[CH2:18][CH2:17][C@H:16]2[C@@:11]3([CH3:33])[CH2:12][CH2:13][C@@:14]3([C:30]([O:32][CH2:43][C:44]4[CH:49]=[CH:48][CH:47]=[CH:46][CH:45]=4)=[O:31])[CH2:26][CH2:25][C@@H:24]([C:27]([CH3:29])=[CH2:28])[C@@H:15]32)[C:6]1([CH3:36])[CH3:35])(=[O:3])[CH3:2]. The catalyst class is: 174.